From a dataset of NCI-60 drug combinations with 297,098 pairs across 59 cell lines. Regression. Given two drug SMILES strings and cell line genomic features, predict the synergy score measuring deviation from expected non-interaction effect. (1) Drug 1: CN(C)N=NC1=C(NC=N1)C(=O)N. Drug 2: COC1=NC(=NC2=C1N=CN2C3C(C(C(O3)CO)O)O)N. Cell line: HL-60(TB). Synergy scores: CSS=56.2, Synergy_ZIP=1.12, Synergy_Bliss=0.769, Synergy_Loewe=-22.4, Synergy_HSA=0.997. (2) Drug 1: CN1C(=O)N2C=NC(=C2N=N1)C(=O)N. Drug 2: C(=O)(N)NO. Cell line: MCF7. Synergy scores: CSS=3.33, Synergy_ZIP=0.902, Synergy_Bliss=1.36, Synergy_Loewe=1.25, Synergy_HSA=0.0215. (3) Drug 1: C1=NC2=C(N1)C(=S)N=C(N2)N. Drug 2: CCC1(CC2CC(C3=C(CCN(C2)C1)C4=CC=CC=C4N3)(C5=C(C=C6C(=C5)C78CCN9C7C(C=CC9)(C(C(C8N6C)(C(=O)OC)O)OC(=O)C)CC)OC)C(=O)OC)O.OS(=O)(=O)O. Cell line: SW-620. Synergy scores: CSS=45.2, Synergy_ZIP=-5.12, Synergy_Bliss=-2.32, Synergy_Loewe=-20.6, Synergy_HSA=-0.792. (4) Drug 1: CC1=C2C(C(=O)C3(C(CC4C(C3C(C(C2(C)C)(CC1OC(=O)C(C(C5=CC=CC=C5)NC(=O)C6=CC=CC=C6)O)O)OC(=O)C7=CC=CC=C7)(CO4)OC(=O)C)O)C)OC(=O)C. Drug 2: CC1CCC2CC(C(=CC=CC=CC(CC(C(=O)C(C(C(=CC(C(=O)CC(OC(=O)C3CCCCN3C(=O)C(=O)C1(O2)O)C(C)CC4CCC(C(C4)OC)OCCO)C)C)O)OC)C)C)C)OC. Cell line: MOLT-4. Synergy scores: CSS=43.0, Synergy_ZIP=8.12, Synergy_Bliss=5.88, Synergy_Loewe=-2.24, Synergy_HSA=1.37. (5) Drug 1: CC1=C(C(CCC1)(C)C)C=CC(=CC=CC(=CC(=O)O)C)C. Drug 2: CCC1(CC2CC(C3=C(CCN(C2)C1)C4=CC=CC=C4N3)(C5=C(C=C6C(=C5)C78CCN9C7C(C=CC9)(C(C(C8N6C)(C(=O)OC)O)OC(=O)C)CC)OC)C(=O)OC)O.OS(=O)(=O)O. Cell line: SR. Synergy scores: CSS=64.1, Synergy_ZIP=-1.58, Synergy_Bliss=-3.17, Synergy_Loewe=-2.63, Synergy_HSA=-2.81. (6) Drug 1: C1CCN(CC1)CCOC2=CC=C(C=C2)C(=O)C3=C(SC4=C3C=CC(=C4)O)C5=CC=C(C=C5)O. Drug 2: C1=NC2=C(N=C(N=C2N1C3C(C(C(O3)CO)O)F)Cl)N. Cell line: MDA-MB-435. Synergy scores: CSS=15.2, Synergy_ZIP=-5.08, Synergy_Bliss=4.36, Synergy_Loewe=-13.0, Synergy_HSA=-0.927. (7) Drug 1: CC1=C2C(C(=O)C3(C(CC4C(C3C(C(C2(C)C)(CC1OC(=O)C(C(C5=CC=CC=C5)NC(=O)C6=CC=CC=C6)O)O)OC(=O)C7=CC=CC=C7)(CO4)OC(=O)C)O)C)OC(=O)C. Drug 2: C(CN)CNCCSP(=O)(O)O. Cell line: COLO 205. Synergy scores: CSS=65.3, Synergy_ZIP=1.31, Synergy_Bliss=0.695, Synergy_Loewe=-64.4, Synergy_HSA=-0.552. (8) Drug 1: COC1=CC(=CC(=C1O)OC)C2C3C(COC3=O)C(C4=CC5=C(C=C24)OCO5)OC6C(C(C7C(O6)COC(O7)C8=CC=CS8)O)O. Drug 2: CC12CCC3C(C1CCC2OP(=O)(O)O)CCC4=C3C=CC(=C4)OC(=O)N(CCCl)CCCl.[Na+]. Cell line: SNB-19. Synergy scores: CSS=44.8, Synergy_ZIP=-2.55, Synergy_Bliss=-1.84, Synergy_Loewe=-43.6, Synergy_HSA=-1.05. (9) Drug 1: C1=NC2=C(N=C(N=C2N1C3C(C(C(O3)CO)O)F)Cl)N. Drug 2: B(C(CC(C)C)NC(=O)C(CC1=CC=CC=C1)NC(=O)C2=NC=CN=C2)(O)O. Cell line: DU-145. Synergy scores: CSS=55.5, Synergy_ZIP=9.68, Synergy_Bliss=9.19, Synergy_Loewe=7.89, Synergy_HSA=10.2.